This data is from Forward reaction prediction with 1.9M reactions from USPTO patents (1976-2016). The task is: Predict the product of the given reaction. (1) Given the reactants Br[C:2]1[N:3]=[CH:4][C:5]([C:8]2[CH:13]=[CH:12][C:11]([C:14]3[N:19]=[C:18]4[N:20]([CH2:33][O:34][CH2:35][CH2:36][Si:37]([CH3:40])([CH3:39])[CH3:38])[C:21]([O:23][C@H:24]5[C@H:28]6[O:29][CH2:30][C@@H:31]([OH:32])[C@H:27]6[O:26][CH2:25]5)=[N:22][C:17]4=[CH:16][C:15]=3[Cl:41])=[CH:10][CH:9]=2)=[N:6][CH:7]=1.[CH3:42][S:43]([CH3:46])(=[NH:45])=[O:44], predict the reaction product. The product is: [Cl:41][C:15]1[CH:16]=[C:17]2[N:22]=[C:21]([O:23][C@@H:24]3[CH2:25][O:26][C@@H:27]4[C@H:31]([OH:32])[CH2:30][O:29][C@H:28]34)[N:20]([CH2:33][O:34][CH2:35][CH2:36][Si:37]([CH3:40])([CH3:39])[CH3:38])[C:18]2=[N:19][C:14]=1[C:11]1[CH:12]=[CH:13][C:8]([C:5]2[N:6]=[CH:7][C:2]([N:45]=[S:43]([CH3:46])([CH3:42])=[O:44])=[N:3][CH:4]=2)=[CH:9][CH:10]=1. (2) Given the reactants [C:1]([O:5][C:6]([N:8]1[CH2:12][CH2:11][CH:10]([NH:13][CH3:14])[CH2:9]1)=[O:7])([CH3:4])([CH3:3])[CH3:2].C(N(CC)CC)C.[CH3:22][S:23](O)(=[O:25])=[O:24], predict the reaction product. The product is: [C:1]([O:5][C:6]([N:8]1[CH2:12][CH2:11][CH:10]([N:13]([S:23]([CH3:22])(=[O:25])=[O:24])[CH3:14])[CH2:9]1)=[O:7])([CH3:4])([CH3:3])[CH3:2].